Task: Predict the reaction yield, written as a fraction of the theoretical maximum amount of product (1.0 means a 100% yield; for example, 0.34 means a 34% yield).. Dataset: Reaction yield outcomes from USPTO patents with 853,638 reactions (1) The reactants are [NH2:1][C:2]1[CH:7]=[CH:6][CH:5]=[CH:4][CH:3]=1.C[Al](C)C.CCCCCC.[Cl:18][C:19]1[CH:20]=[C:21]2[C:26](=[CH:27][CH:28]=1)[N:25]([C@H:29]1[CH2:33][CH2:32][O:31][C:30]1=[O:34])[CH2:24][CH2:23][CH2:22]2. The catalyst is C(Cl)Cl. The product is [Cl:18][C:19]1[CH:20]=[C:21]2[C:26](=[CH:27][CH:28]=1)[N:25]([C@@H:29]([CH2:33][CH2:32][OH:31])[C:30]([NH:1][C:2]1[CH:7]=[CH:6][CH:5]=[CH:4][CH:3]=1)=[O:34])[CH2:24][CH2:23][CH2:22]2. The yield is 0.810. (2) The reactants are C(=O)([O-])[O-].[Cs+].[Cs+].C1C=CC(P(C2C(C3C(P(C4C=CC=CC=4)C4C=CC=CC=4)=CC=C4C=3C=CC=C4)=C3C(C=CC=C3)=CC=2)C2C=CC=CC=2)=CC=1.[C:53]1([CH2:59][CH2:60][CH2:61][NH:62][C:63]([C:65]2[N:70]=[CH:69][C:68](OS(C(F)(F)F)(=O)=O)=[CH:67][CH:66]=2)=[O:64])[CH:58]=[CH:57][CH:56]=[CH:55][CH:54]=1.[N:79]1([C:85]([C:87]2[CH:92]=[CH:91][CH:90]=[CH:89][C:88]=2[C:93]([F:96])([F:95])[F:94])=[O:86])[CH2:84][CH2:83][NH:82][CH2:81][CH2:80]1. The catalyst is C1(C)C=CC=CC=1.C([O-])(=O)C.C([O-])(=O)C.[Pd+2]. The product is [C:53]1([CH2:59][CH2:60][CH2:61][NH:62][C:63]([C:65]2[CH:66]=[CH:67][C:68]([N:82]3[CH2:83][CH2:84][N:79]([C:85](=[O:86])[C:87]4[CH:92]=[CH:91][CH:90]=[CH:89][C:88]=4[C:93]([F:96])([F:94])[F:95])[CH2:80][CH2:81]3)=[CH:69][N:70]=2)=[O:64])[CH:54]=[CH:55][CH:56]=[CH:57][CH:58]=1. The yield is 0.130. (3) The reactants are [OH:1][C:2]([CH:5]1[CH2:10][NH:9][CH2:8][C:7]2([CH2:15][CH2:14][N:13]([C:16]([C:18]3[CH:23]=[CH:22][C:21]([O:24][CH:25]([CH3:27])[CH3:26])=[C:20]([CH3:28])[CH:19]=3)=[O:17])[CH2:12][CH2:11]2)[O:6]1)([CH3:4])[CH3:3].C([O-])(O)=O.[Na+].FC(F)(F)S(O[CH2:40][C:41]([F:44])([F:43])[F:42])(=O)=O. The product is [OH:1][C:2]([CH:5]1[O:6][C:7]2([CH2:15][CH2:14][N:13]([C:16]([C:18]3[CH:23]=[CH:22][C:21]([O:24][CH:25]([CH3:26])[CH3:27])=[C:20]([CH3:28])[CH:19]=3)=[O:17])[CH2:12][CH2:11]2)[CH2:8][N:9]([CH2:40][C:41]([F:44])([F:43])[F:42])[CH2:10]1)([CH3:4])[CH3:3]. The catalyst is C(O)C. The yield is 0.530. (4) The reactants are [Br:1][C:2]1[C:3]([F:20])=[C:4]([NH:8][N:9]=[C:10]([C:15](=[O:19])[CH2:16][O:17][CH3:18])[C:11]([O:13][CH3:14])=[O:12])[CH:5]=[CH:6][CH:7]=1.[CH3:21]OC(OC)N(C)C. No catalyst specified. The product is [Br:1][C:2]1[C:3]([F:20])=[C:4]([N:8]2[CH:21]=[C:16]([O:17][CH3:18])[C:15](=[O:19])[C:10]([C:11]([O:13][CH3:14])=[O:12])=[N:9]2)[CH:5]=[CH:6][CH:7]=1. The yield is 0.750. (5) The reactants are [Br:1][C:2]1[C:11]([C:12]2[CH:17]=[CH:16][CH:15]=[CH:14][N:13]=2)=[CH:10][C:9]2[N:8]([CH2:18][C:19]([F:22])([F:21])[F:20])[C:7](=[O:23])[C:6]3[CH:24]=[N:25][N:26](C4CCCCO4)[C:5]=3[C:4]=2[CH:3]=1.BrC1C(C2C=CC=CN=2)=CC2N(CC(F)(F)F)C(=O)C3CN(C4CCCCO4)NC=3C=2C=1.[ClH:65]. The catalyst is O1CCOCC1. The product is [ClH:65].[Br:1][C:2]1[C:11]([C:12]2[CH:17]=[CH:16][CH:15]=[CH:14][N:13]=2)=[CH:10][C:9]2[N:8]([CH2:18][C:19]([F:21])([F:22])[F:20])[C:7](=[O:23])[C:6]3[CH:24]=[N:25][NH:26][C:5]=3[C:4]=2[CH:3]=1. The yield is 0.940. (6) The reactants are [NH2:1][C:2]1[C:3](=[O:17])[NH:4][C:5](=[S:16])[N:6]([C:9]2[CH:14]=[CH:13][CH:12]=[C:11]([Cl:15])[CH:10]=2)[C:7]=1[NH2:8].[CH:18](O)=O. No catalyst specified. The product is [Cl:15][C:11]1[CH:10]=[C:9]([N:6]2[C:7]3[N:8]=[CH:18][NH:1][C:2]=3[C:3](=[O:17])[NH:4][C:5]2=[S:16])[CH:14]=[CH:13][CH:12]=1. The yield is 0.340. (7) The reactants are [Cl:1][C:2]1[CH:14]=[C:13]([Cl:15])[C:12]([S:16][C:17]2[N:21]([CH3:22])[N:20]=[C:19]([CH3:23])[C:18]=2[CH:24]=O)=[CH:11][C:3]=1[O:4][C@@H:5]([CH3:10])[C:6]([O:8][CH3:9])=[O:7].Cl.[NH2:27][OH:28]. The catalyst is CO. The product is [Cl:1][C:2]1[CH:14]=[C:13]([Cl:15])[C:12]([S:16][C:17]2[N:21]([CH3:22])[N:20]=[C:19]([CH3:23])[C:18]=2/[CH:24]=[N:27]/[OH:28])=[CH:11][C:3]=1[O:4][C@@H:5]([CH3:10])[C:6]([O:8][CH3:9])=[O:7]. The yield is 0.740.